Task: Predict the product of the given reaction.. Dataset: Forward reaction prediction with 1.9M reactions from USPTO patents (1976-2016) (1) The product is: [Cl:18][C:15]1[CH:16]=[CH:17][C:12]([C:10]2[C:9]3[C:4](=[CH:5][CH:6]=[CH:7][CH:8]=3)[C:3](=[O:19])[N:2]([NH:1][C:28](=[O:29])[CH2:27][C:23]3[CH:24]=[CH:25][CH:26]=[C:21]([CH3:20])[CH:22]=3)[N:11]=2)=[CH:13][CH:14]=1. Given the reactants [NH2:1][N:2]1[N:11]=[C:10]([C:12]2[CH:17]=[CH:16][C:15]([Cl:18])=[CH:14][CH:13]=2)[C:9]2[C:4](=[CH:5][CH:6]=[CH:7][CH:8]=2)[C:3]1=[O:19].[CH3:20][C:21]1[CH:22]=[C:23]([CH2:27][C:28](O)=[O:29])[CH:24]=[CH:25][CH:26]=1, predict the reaction product. (2) Given the reactants I[C:2]1[CH:10]=[CH:9][C:5]([C:6]([OH:8])=[O:7])=[CH:4][CH:3]=1.[C:11]([OH:20])(=[O:19])[C:12]1[C:13](=[CH:15][CH:16]=[CH:17][CH:18]=1)[SH:14], predict the reaction product. The product is: [S:14]([C:13]1[CH:15]=[CH:16][CH:17]=[CH:18][C:12]=1[C:11]([OH:20])=[O:19])[C:2]1[CH:10]=[CH:9][C:5]([C:6]([OH:8])=[O:7])=[CH:4][CH:3]=1. (3) Given the reactants BrBr.[F:3][C:4]1[CH:10]=[CH:9][CH:8]=[CH:7][C:5]=1[NH2:6].[S-:11][C:12]#[N:13].[K+].C([O-])([O-])=O.[Na+].[Na+], predict the reaction product. The product is: [NH2:6][C:5]1[CH:7]=[CH:8][C:9]([S:11][C:12]#[N:13])=[CH:10][C:4]=1[F:3].